This data is from Full USPTO retrosynthesis dataset with 1.9M reactions from patents (1976-2016). The task is: Predict the reactants needed to synthesize the given product. (1) Given the product [CH:25]1([CH2:28][NH:29][C:30]([NH:21][NH:20][C:18](=[O:19])[CH2:17][CH2:16][N:13]2[CH2:14][CH2:15][N:10]([C:6]3[CH:7]=[CH:8][CH:9]=[C:4]([N+:1]([O-:3])=[O:2])[CH:5]=3)[CH2:11][CH2:12]2)=[O:31])[CH2:26][CH2:27][CH2:22][CH2:23][CH2:24]1, predict the reactants needed to synthesize it. The reactants are: [N+:1]([C:4]1[CH:5]=[C:6]([N:10]2[CH2:15][CH2:14][N:13]([CH2:16][CH2:17][C:18]([NH:20][NH2:21])=[O:19])[CH2:12][CH2:11]2)[CH:7]=[CH:8][CH:9]=1)([O-:3])=[O:2].[CH2:22]1[CH2:27][CH2:26][CH:25]([CH2:28][N:29]=[C:30]=[O:31])[CH2:24][CH2:23]1. (2) Given the product [Cl:1][C:2]1[CH:7]=[C:6]([F:8])[CH:5]=[CH:4][C:3]=1[CH:9]1[CH2:14][CH:13]([C:15]2[O:22][NH:29][C:17](=[O:18])[CH:16]=2)[CH2:12][CH2:11][N:10]1[C:23]([O:25][CH3:26])=[O:24], predict the reactants needed to synthesize it. The reactants are: [Cl:1][C:2]1[CH:7]=[C:6]([F:8])[CH:5]=[CH:4][C:3]=1[CH:9]1[CH2:14][CH:13]([C:15](=[O:22])[CH2:16][C:17](OCC)=[O:18])[CH2:12][CH2:11][N:10]1[C:23]([O:25][CH3:26])=[O:24].[OH-].[Na+].[NH2:29]O.Cl. (3) Given the product [Cl:1][C:2]1[CH:3]=[C:4]([C:12]2[S:16][N:15]=[C:14]([C:17]3[C:18]([CH2:37][CH3:38])=[C:19]([CH2:23][CH:24]4[CH2:25][CH2:26][N:27]([CH2:30][CH2:31][C:32]([OH:34])=[O:33])[CH2:28][CH2:29]4)[CH:20]=[CH:21][CH:22]=3)[N:13]=2)[CH:5]=[CH:6][C:7]=1[O:8][CH:9]([CH3:11])[CH3:10], predict the reactants needed to synthesize it. The reactants are: [Cl:1][C:2]1[CH:3]=[C:4]([C:12]2[S:16][N:15]=[C:14]([C:17]3[C:18]([CH2:37][CH3:38])=[C:19]([CH2:23][CH:24]4[CH2:29][CH2:28][N:27]([CH2:30][CH2:31][C:32]([O:34]CC)=[O:33])[CH2:26][CH2:25]4)[CH:20]=[CH:21][CH:22]=3)[N:13]=2)[CH:5]=[CH:6][C:7]=1[O:8][CH:9]([CH3:11])[CH3:10].[OH-].[Na+]. (4) The reactants are: Cl.C[O:3][C:4]1[CH:14]=[CH:13][C:7]2[CH2:8][CH2:9][NH:10][CH2:11][CH2:12][C:6]=2[C:5]=1[CH3:15].[BrH:16]. Given the product [BrH:16].[OH:3][C:4]1[CH:14]=[CH:13][C:7]2[CH2:8][CH2:9][NH:10][CH2:11][CH2:12][C:6]=2[C:5]=1[CH3:15], predict the reactants needed to synthesize it. (5) The reactants are: [C:1]([O:5][C:6](=[O:26])[CH:7]([C:15]1[CH:20]=[C:19]([C:21]([O:23][CH3:24])=[O:22])[CH:18]=[CH:17][C:16]=1[NH2:25])[C:8]([O:10][C:11]([CH3:14])([CH3:13])[CH3:12])=[O:9])([CH3:4])([CH3:3])[CH3:2].[CH2:27]([O:34][C:35]([N:37]1[CH2:42][CH2:41][C:40](=O)[CH2:39][CH2:38]1)=[O:36])[C:28]1[CH:33]=[CH:32][CH:31]=[CH:30][CH:29]=1.C(O)(=O)C.C(O[BH-](OC(=O)C)OC(=O)C)(=O)C.[Na+]. Given the product [C:11]([O:10][C:8](=[O:9])[CH:7]([C:15]1[CH:20]=[C:19]([C:21]([O:23][CH3:24])=[O:22])[CH:18]=[CH:17][C:16]=1[NH:25][CH:40]1[CH2:41][CH2:42][N:37]([C:35]([O:34][CH2:27][C:28]2[CH:29]=[CH:30][CH:31]=[CH:32][CH:33]=2)=[O:36])[CH2:38][CH2:39]1)[C:6]([O:5][C:1]([CH3:2])([CH3:3])[CH3:4])=[O:26])([CH3:14])([CH3:13])[CH3:12], predict the reactants needed to synthesize it.